From a dataset of Reaction yield outcomes from USPTO patents with 853,638 reactions. Predict the reaction yield, written as a fraction of the theoretical maximum amount of product (1.0 means a 100% yield; for example, 0.34 means a 34% yield). (1) The reactants are [CH2:1]([N:3]1[C:12]2[C:7](=[CH:8][C:9]([N+:13]([O-:15])=[O:14])=[CH:10][CH:11]=2)[C:6](=[O:16])[N:5]([CH2:17][CH2:18]C#N)[C:4]1=[O:21])[CH3:2].[H-].[Na+].Br[CH2:25]C#C. The catalyst is CN(C=O)C. The product is [CH2:17]([N:5]1[C:6](=[O:16])[C:7]2[C:12](=[CH:11][CH:10]=[C:9]([N+:13]([O-:15])=[O:14])[CH:8]=2)[N:3]([CH2:1][C:2]#[CH:25])[C:4]1=[O:21])[CH3:18]. The yield is 0.320. (2) The reactants are [CH3:1][NH:2][C:3]([C:5]1[S:6][C:7]2[CH:13]=[CH:12][CH:11]=[CH:10][C:8]=2[CH:9]=1)=O.[H-].[H-].[H-].[H-].[Li+].[Al+3]. The catalyst is C1COCC1. The product is [CH3:1][NH:2][CH2:3][C:5]1[S:6][C:7]2[CH:13]=[CH:12][CH:11]=[CH:10][C:8]=2[CH:9]=1. The yield is 0.990. (3) The reactants are Br[CH2:2][C:3]1[CH:8]=[CH:7][CH:6]=[CH:5][C:4]=1[N+:9]([O-:11])=[O:10].[CH3:12][C:13]1([CH3:27])[C:17]([CH3:19])([CH3:18])[O:16][B:15]([C:20]2[CH:25]=[CH:24][C:23]([OH:26])=[CH:22][CH:21]=2)[O:14]1. No catalyst specified. The product is [CH3:18][C:17]1([CH3:19])[C:13]([CH3:12])([CH3:27])[O:14][B:15]([C:20]2[CH:25]=[CH:24][C:23]([O:26][CH2:2][C:3]3[CH:8]=[CH:7][CH:6]=[CH:5][C:4]=3[N+:9]([O-:11])=[O:10])=[CH:22][CH:21]=2)[O:16]1. The yield is 0.620.